Dataset: Catalyst prediction with 721,799 reactions and 888 catalyst types from USPTO. Task: Predict which catalyst facilitates the given reaction. (1) Reactant: [Si:1]([O:18][C@@H:19]1[CH2:35][C@H:34]2[C@@:22]([CH3:45])([C@@H:23]3[C@@H:31]([C@@H:32]([OH:37])[C@@H:33]2[OH:36])[C@H:30]2[C@@:26]([CH3:44])([C:27]([C:38]4[CH:43]=[CH:42][CH:41]=[CH:40][CH:39]=4)=[CH:28][CH2:29]2)[CH2:25][CH2:24]3)[CH2:21][CH2:20]1)([C:14]([CH3:17])([CH3:16])[CH3:15])([C:8]1[CH:13]=[CH:12][CH:11]=[CH:10][CH:9]=1)[C:2]1[CH:7]=[CH:6][CH:5]=[CH:4][CH:3]=1. Product: [Si:1]([O:18][C@H:19]1[CH2:20][CH2:21][C@@:22]([C@@H:23]2[C@@H:31]([CH:32]=[O:37])[C@H:30]3[C@@:26]([CH3:44])([C:27]([C:38]4[CH:39]=[CH:40][CH:41]=[CH:42][CH:43]=4)=[CH:28][CH2:29]3)[CH2:25][CH2:24]2)([CH3:45])[C@@H:34]([CH:33]=[O:36])[CH2:35]1)([C:14]([CH3:17])([CH3:16])[CH3:15])([C:8]1[CH:9]=[CH:10][CH:11]=[CH:12][CH:13]=1)[C:2]1[CH:3]=[CH:4][CH:5]=[CH:6][CH:7]=1. The catalyst class is: 20. (2) Reactant: [CH2:1]([O:8][C:9]1[CH:14]=[CH:13][C:12]([CH2:15][C@H:16]([NH:21][C:22]([O:24][CH2:25][CH:26]2[C:38]3[CH:37]=[CH:36][CH:35]=[CH:34][C:33]=3[C:32]3[C:27]2=[CH:28][CH:29]=[CH:30][CH:31]=3)=[O:23])[C:17]([O:19]C)=[O:18])=[C:11]([F:39])[CH:10]=1)[C:2]1[CH:7]=[CH:6][CH:5]=[CH:4][CH:3]=1.[I-].[Li+]. Product: [CH2:1]([O:8][C:9]1[CH:14]=[CH:13][C:12]([CH2:15][C@H:16]([NH:21][C:22]([O:24][CH2:25][CH:26]2[C:27]3[CH:28]=[CH:29][CH:30]=[CH:31][C:32]=3[C:33]3[C:38]2=[CH:37][CH:36]=[CH:35][CH:34]=3)=[O:23])[C:17]([OH:19])=[O:18])=[C:11]([F:39])[CH:10]=1)[C:2]1[CH:3]=[CH:4][CH:5]=[CH:6][CH:7]=1. The catalyst class is: 13. (3) Reactant: [F:1][C:2]1[CH:3]=[CH:4][C:5]([C:11]2[C:12]([C:40]3[CH:45]=[CH:44][N:43]=[CH:42][CH:41]=3)=[N:13][N:14]3[C:19]([C:20]4[CH:25]=[CH:24][C:23]([N:26]5[CH2:31][C@@H:30]6[CH2:32][C@H:27]5[CH2:28][N:29]6C(OC(C)(C)C)=O)=[CH:22][CH:21]=4)=[CH:18][CH:17]=[N:16][C:15]=23)=[C:6]2[C:10]=1[NH:9][N:8]=[CH:7]2. Product: [CH:27]12[CH2:32][CH:30]([NH:29][CH2:28]1)[CH2:31][N:26]2[C:23]1[CH:24]=[CH:25][C:20]([C:19]2[N:14]3[N:13]=[C:12]([C:40]4[CH:41]=[CH:42][N:43]=[CH:44][CH:45]=4)[C:11]([C:5]4[CH:4]=[CH:3][C:2]([F:1])=[C:10]5[C:6]=4[CH:7]=[N:8][NH:9]5)=[C:15]3[N:16]=[CH:17][CH:18]=2)=[CH:21][CH:22]=1. The catalyst class is: 33. (4) Reactant: [C:1]([C:5]1[O:9][C:8](=[O:10])[O:7][C:6]=1[C:11]([O:13]CC1C=CC=CC=1)=[O:12])([CH3:4])([CH3:3])[CH3:2]. Product: [C:1]([C:5]1[O:9][C:8](=[O:10])[O:7][C:6]=1[C:11]([OH:13])=[O:12])([CH3:4])([CH3:2])[CH3:3]. The catalyst class is: 421.